This data is from Retrosynthesis with 50K atom-mapped reactions and 10 reaction types from USPTO. The task is: Predict the reactants needed to synthesize the given product. (1) Given the product COC(=O)[C@H](CNC(=O)c1cccc(OCCCNC(=O)OC(C)(C)C)c1)NC(=O)c1c(C)nc(NCCCc2cccc(O)c2)nc1C, predict the reactants needed to synthesize it. The reactants are: CC(C)(C)OC(=O)NCCCOc1cccc(C(=O)O)c1.COC(=O)[C@H](CN)NC(=O)c1c(C)nc(NCCCc2cccc(O)c2)nc1C. (2) Given the product COCC1(Cc2ccccc2C)CCN(C(=O)OC(C)(C)C)CC1, predict the reactants needed to synthesize it. The reactants are: CI.Cc1ccccc1CC1(CO)CCN(C(=O)OC(C)(C)C)CC1. (3) Given the product Nc1ccncc1NC1CCN(Cc2ccccc2)CC1, predict the reactants needed to synthesize it. The reactants are: Nc1ccncc1N.O=C1CCN(Cc2ccccc2)CC1. (4) Given the product O=C(c1nnc2c(Cl)cc(C(F)(F)F)cn12)N1C[C@@H]2C[C@H]1CO2, predict the reactants needed to synthesize it. The reactants are: C1O[C@@H]2CN[C@H]1C2.CCOC(=O)c1nnc2c(Cl)cc(C(F)(F)F)cn12. (5) Given the product COc1ccccc1CNc1cccn2nc(Nc3ccc(C)nc3)nc12, predict the reactants needed to synthesize it. The reactants are: COc1ccccc1CNc1cccn2nc(Cl)nc12.Cc1ccc(N)cn1. (6) Given the product CCCCCCCCOC(=O)Nc1ccccc1C1Cc2ccccc2N1, predict the reactants needed to synthesize it. The reactants are: CCCCCCCCOC(=O)Cl.Nc1ccccc1C1Cc2ccccc2N1. (7) Given the product C[C@H](C=C(Br)Br)[C@H]1CC[C@H]2[C@@H](O[Si](C)(C)C(C)(C)C)CCC[C@]12C, predict the reactants needed to synthesize it. The reactants are: BrC(Br)(Br)Br.C[C@H](C=O)[C@H]1CC[C@H]2[C@@H](O[Si](C)(C)C(C)(C)C)CCC[C@]12C.